From a dataset of Full USPTO retrosynthesis dataset with 1.9M reactions from patents (1976-2016). Predict the reactants needed to synthesize the given product. Given the product [C:35]1([CH:23]([C:17]2[CH:22]=[CH:21][CH:20]=[CH:19][CH:18]=2)[N:24]2[C:32]3[C:27](=[CH:28][CH:29]=[CH:30][CH:31]=3)[C:26]([OH:33])([C:8]3[CH:9]=[C:10]4[C:5]([CH2:4][CH2:3][CH2:2][O:1]4)=[CH:6][C:7]=3[OH:11])[C:25]2=[O:34])[CH:36]=[CH:37][CH:38]=[CH:39][CH:40]=1, predict the reactants needed to synthesize it. The reactants are: [O:1]1[C:10]2[C:5](=[CH:6][C:7]([OH:11])=[CH:8][CH:9]=2)[CH2:4][CH2:3][CH2:2]1.C([Mg]Cl)(C)C.[C:17]1([CH:23]([C:35]2[CH:40]=[CH:39][CH:38]=[CH:37][CH:36]=2)[N:24]2[C:32]3[C:27](=[CH:28][CH:29]=[CH:30][CH:31]=3)[C:26](=[O:33])[C:25]2=[O:34])[CH:22]=[CH:21][CH:20]=[CH:19][CH:18]=1.[Cl-].[NH4+].